From a dataset of Forward reaction prediction with 1.9M reactions from USPTO patents (1976-2016). Predict the product of the given reaction. Given the reactants [CH3:1][C:2]1[CH:3]=[CH:4][C:5]([N+:19]([O-:21])=[O:20])=[C:6]([CH:8](C(OCC)=O)[C:9]([O:11]CC)=[O:10])[CH:7]=1.Cl, predict the reaction product. The product is: [CH3:1][C:2]1[CH:3]=[CH:4][C:5]([N+:19]([O-:21])=[O:20])=[C:6]([CH2:8][C:9]([OH:11])=[O:10])[CH:7]=1.